Dataset: Peptide-MHC class I binding affinity with 185,985 pairs from IEDB/IMGT. Task: Regression. Given a peptide amino acid sequence and an MHC pseudo amino acid sequence, predict their binding affinity value. This is MHC class I binding data. (1) The binding affinity (normalized) is 0. The MHC is HLA-A32:01 with pseudo-sequence HLA-A32:01. The peptide sequence is ESAQPGLLSY. (2) The peptide sequence is IEIKDTKEAL. The MHC is HLA-A26:01 with pseudo-sequence HLA-A26:01. The binding affinity (normalized) is 0.